Task: Regression. Given two drug SMILES strings and cell line genomic features, predict the synergy score measuring deviation from expected non-interaction effect.. Dataset: NCI-60 drug combinations with 297,098 pairs across 59 cell lines (1) Drug 1: C#CCC(CC1=CN=C2C(=N1)C(=NC(=N2)N)N)C3=CC=C(C=C3)C(=O)NC(CCC(=O)O)C(=O)O. Drug 2: C1C(C(OC1N2C=NC(=NC2=O)N)CO)O. Cell line: ACHN. Synergy scores: CSS=8.12, Synergy_ZIP=-2.00, Synergy_Bliss=0.722, Synergy_Loewe=-3.92, Synergy_HSA=-4.42. (2) Drug 1: C1=C(C(=O)NC(=O)N1)N(CCCl)CCCl. Drug 2: CC(C)NC(=O)C1=CC=C(C=C1)CNNC.Cl. Cell line: SF-268. Synergy scores: CSS=42.6, Synergy_ZIP=3.54, Synergy_Bliss=3.85, Synergy_Loewe=-7.22, Synergy_HSA=0.454. (3) Cell line: UACC62. Synergy scores: CSS=2.16, Synergy_ZIP=2.35, Synergy_Bliss=2.82, Synergy_Loewe=0.172, Synergy_HSA=0.921. Drug 1: CCC1(CC2CC(C3=C(CCN(C2)C1)C4=CC=CC=C4N3)(C5=C(C=C6C(=C5)C78CCN9C7C(C=CC9)(C(C(C8N6C)(C(=O)OC)O)OC(=O)C)CC)OC)C(=O)OC)O.OS(=O)(=O)O. Drug 2: C1CC(=O)NC(=O)C1N2C(=O)C3=CC=CC=C3C2=O.